Dataset: Full USPTO retrosynthesis dataset with 1.9M reactions from patents (1976-2016). Task: Predict the reactants needed to synthesize the given product. The reactants are: [NH:1]([C:6]([O:8][CH2:9][C:10]1[CH:15]=[CH:14][CH:13]=[CH:12][CH:11]=1)=[O:7])[CH2:2][C:3]([OH:5])=O.[NH2:16][CH2:17][C:18]([O:20][CH3:21])=[O:19].Cl.C1C=CC2N(O)N=NC=2C=1.CCN=C=NCCCN(C)C.Cl.CN1CCOCC1. Given the product [NH:1]([C:6]([O:8][CH2:9][C:10]1[CH:15]=[CH:14][CH:13]=[CH:12][CH:11]=1)=[O:7])[CH2:2][C:3]([NH:16][CH2:17][C:18]([O:20][CH3:21])=[O:19])=[O:5], predict the reactants needed to synthesize it.